From a dataset of Forward reaction prediction with 1.9M reactions from USPTO patents (1976-2016). Predict the product of the given reaction. (1) Given the reactants [Cl:1][C:2]1[N:7]=[CH:6][C:5]([NH:8]C(=O)OC(C)(C)C)=[C:4]([C:16]2([OH:22])[CH2:21][CH2:20][O:19][CH2:18][CH2:17]2)[CH:3]=1, predict the reaction product. The product is: [NH2:8][C:5]1[C:4]([C:16]2([OH:22])[CH2:17][CH2:18][O:19][CH2:20][CH2:21]2)=[CH:3][C:2]([Cl:1])=[N:7][CH:6]=1. (2) Given the reactants [C:1]([O:4][C:5]1[CH:13]=[CH:12][C:11]([Br:14])=[CH:10][C:6]=1[C:7]([OH:9])=O)(=[O:3])[CH3:2].[NH2:15][C:16]1[O:17][C:18]([CH2:23][CH3:24])=[C:19]([CH2:21][CH3:22])[N:20]=1, predict the reaction product. The product is: [C:1]([O:4][C:5]1[CH:13]=[CH:12][C:11]([Br:14])=[CH:10][C:6]=1[C:7]([NH:15][C:16]1[O:17][C:18]([CH2:23][CH3:24])=[C:19]([CH2:21][CH3:22])[N:20]=1)=[O:9])(=[O:3])[CH3:2]. (3) Given the reactants [CH2:1]([O:8][C:9]1[CH:14]=[C:13]([CH3:15])[C:12]([C:16]2[CH:21]=[CH:20][CH:19]=[C:18]([CH2:22][O:23]C3CCCCO3)[CH:17]=2)=[C:11]([CH3:30])[CH:10]=1)[C:2]1[CH:7]=[CH:6][CH:5]=[CH:4][CH:3]=1.O.C1(C)C=CC(S(O)(=O)=O)=CC=1, predict the reaction product. The product is: [CH2:1]([O:8][C:9]1[CH:14]=[C:13]([CH3:15])[C:12]([C:16]2[CH:21]=[CH:20][CH:19]=[C:18]([CH2:22][OH:23])[CH:17]=2)=[C:11]([CH3:30])[CH:10]=1)[C:2]1[CH:7]=[CH:6][CH:5]=[CH:4][CH:3]=1. (4) Given the reactants O=[C:2]1[CH2:5][CH:4]([C:6]([OH:8])=[O:7])[CH2:3]1.[C:9]1([C@H:19]([NH2:21])[CH3:20])[C:18]2[C:13](=[CH:14][CH:15]=[CH:16][CH:17]=2)[CH:12]=[CH:11][CH:10]=1.CC(O)=O.[BH-](OC(C)=O)(OC(C)=O)OC(C)=O.[Na+].[OH-].[Na+].Cl, predict the reaction product. The product is: [C:9]1([C@H:19]([NH:21][CH:2]2[CH2:5][CH:4]([C:6]([OH:8])=[O:7])[CH2:3]2)[CH3:20])[C:18]2[C:13](=[CH:14][CH:15]=[CH:16][CH:17]=2)[CH:12]=[CH:11][CH:10]=1.